From a dataset of Reaction yield outcomes from USPTO patents with 853,638 reactions. Predict the reaction yield, written as a fraction of the theoretical maximum amount of product (1.0 means a 100% yield; for example, 0.34 means a 34% yield). (1) The product is [CH3:7][C@@H:8]1[CH2:13][N:12]([C:14]2[O:18][N:17]=[C:16]([C:19]([F:22])([F:21])[F:20])[N:15]=2)[CH2:11][CH2:10][N:9]1[C:23]1[N:24]=[CH:25][C:26]([O:29][CH2:31][C:32]2[C:37]([C:38]#[N:39])=[CH:36][N:35]=[CH:34][CH:33]=2)=[CH:27][N:28]=1. The catalyst is C(#N)C.C(Cl)Cl. The reactants are C(=O)([O-])[O-].[K+].[K+].[CH3:7][C@@H:8]1[CH2:13][N:12]([C:14]2[O:18][N:17]=[C:16]([C:19]([F:22])([F:21])[F:20])[N:15]=2)[CH2:11][CH2:10][N:9]1[C:23]1[N:28]=[CH:27][C:26]([OH:29])=[CH:25][N:24]=1.Cl[CH2:31][C:32]1[C:37]([C:38]#[N:39])=[CH:36][N:35]=[CH:34][CH:33]=1. The yield is 0.500. (2) The product is [C:1]([O:5][C:6]([NH:7][CH2:8][C:9]1[CH:14]=[CH:13][C:12]([O:15][S:25]([C:28]([F:31])([F:30])[F:29])(=[O:26])=[O:46])=[C:11]([O:16][S:25]([C:28]([F:31])([F:30])[F:29])(=[O:27])=[O:26])[CH:10]=1)=[O:17])([CH3:4])([CH3:2])[CH3:3]. The reactants are [C:1]([O:5][C:6](=[O:17])[NH:7][CH2:8][C:9]1[CH:14]=[CH:13][C:12]([OH:15])=[C:11]([OH:16])[CH:10]=1)([CH3:4])([CH3:3])[CH3:2].C1C=CC(N([S:25]([C:28]([F:31])([F:30])[F:29])(=[O:27])=[O:26])[S:25]([C:28]([F:31])([F:30])[F:29])(=[O:27])=[O:26])=CC=1.CCN(CC)CC.[OH2:46]. The yield is 0.780. The catalyst is C(Cl)Cl. (3) The reactants are [C:1]([S:9][CH2:10][C:11]([OH:13])=[O:12])(=[S:8])[C:2]1[CH:7]=[CH:6][CH:5]=[CH:4][CH:3]=1.S(Cl)(Cl)=O.[CH3:18]O. No catalyst specified. The product is [CH3:18][O:12][C:11](=[O:13])[CH2:10][S:9][C:1](=[S:8])[C:2]1[CH:7]=[CH:6][CH:5]=[CH:4][CH:3]=1. The yield is 0.970. (4) The reactants are [C:1]([C:3]1[C:22](F)=[CH:21][C:20]([O:24][CH3:25])=[CH:19][C:4]=1[O:5][CH:6]1[CH2:11][CH2:10][N:9]([C:12]([O:14][C:15]([CH3:18])([CH3:17])[CH3:16])=[O:13])[CH2:8][CH2:7]1)#[N:2].[NH2:26][NH2:27].O. The catalyst is CCCCO. The product is [NH2:2][C:1]1[C:3]2[C:22](=[CH:21][C:20]([O:24][CH3:25])=[CH:19][C:4]=2[O:5][CH:6]2[CH2:11][CH2:10][N:9]([C:12]([O:14][C:15]([CH3:18])([CH3:17])[CH3:16])=[O:13])[CH2:8][CH2:7]2)[NH:27][N:26]=1. The yield is 0.720. (5) The reactants are [CH3:1][C:2]1[S:6][C:5]([C:7]2[N:8]([Si](C(C)C)(C(C)C)C(C)C)[CH:9]=[CH:10][CH:11]=2)=[N:4][CH:3]=1.[F-].C([N+](CCCC)(CCCC)CCCC)CCC.O. The catalyst is O1CCCC1. The product is [CH3:1][C:2]1[S:6][C:5]([C:7]2[NH:8][CH:9]=[CH:10][CH:11]=2)=[N:4][CH:3]=1. The yield is 0.910. (6) The reactants are C(OC([C:8]1([CH2:11][CH2:12][N:13]([CH2:22][C:23]2[CH:28]=[CH:27][CH:26]=[CH:25][CH:24]=2)[CH2:14][C:15](OC(C)(C)C)=[O:16])[CH2:10][CH2:9]1)=O)(C)(C)C.C[Si](C)(C)[N-][Si](C)(C)C.[Li+].[Li].C(OC(C1N(CC2C=CC=CC=2)CCC2(CC2)C=1O)=O)(C)(C)C.S(=O)(=O)(O)O.[OH-].[Na+].C(=O)([O-])O.[Na+].[ClH:75]. The catalyst is O1CCCC1.C(OCC)(=O)C. The product is [ClH:75].[CH2:22]([N:13]1[CH2:12][CH2:11][C:8]2([CH2:10][CH2:9]2)[C:15](=[O:16])[CH2:14]1)[C:23]1[CH:28]=[CH:27][CH:26]=[CH:25][CH:24]=1. The yield is 0.740. (7) The catalyst is CN(C=O)C. The yield is 0.310. The product is [Cl:14][C:11]1[CH:12]=[CH:13][C:8]([C:5]2[O:6][CH:7]=[C:3]([CH2:2][O:25][C:24]3[C:16]([F:15])=[C:17]([C:21]([F:26])=[CH:22][CH:23]=3)[C:18]([NH2:20])=[O:19])[N:4]=2)=[CH:9][CH:10]=1. The reactants are Cl[CH2:2][C:3]1[N:4]=[C:5]([C:8]2[CH:13]=[CH:12][C:11]([Cl:14])=[CH:10][CH:9]=2)[O:6][CH:7]=1.[F:15][C:16]1[C:24]([OH:25])=[CH:23][CH:22]=[C:21]([F:26])[C:17]=1[C:18]([NH2:20])=[O:19].C(=O)([O-])[O-].[K+].[K+]. (8) The reactants are [N:1]([CH2:4][CH2:5][NH2:6])=[N+:2]=[N-:3].C(N(CC)CC)C.[C:14](Cl)(=[O:28])[CH2:15][CH2:16][CH2:17][CH2:18][CH2:19][CH2:20][CH2:21][CH2:22][CH2:23][CH2:24][CH2:25][CH2:26][CH3:27]. The catalyst is C(Cl)Cl. The product is [N:1]([CH2:4][CH2:5][NH:6][C:14](=[O:28])[CH2:15][CH2:16][CH2:17][CH2:18][CH2:19][CH2:20][CH2:21][CH2:22][CH2:23][CH2:24][CH2:25][CH2:26][CH3:27])=[N+:2]=[N-:3]. The yield is 0.790. (9) The reactants are [N:1]1[CH:6]=[CH:5][CH:4]=[CH:3][C:2]=1[CH:7]1[CH2:12][CH2:11][N:10]([C:13]2C(CC(O)C)=CC=C3C([NH:18][C:19](=O)[C:14]=23)=O)[CH2:9][CH2:8]1.NN.C[OH:31]. No catalyst specified. The product is [N:1]1[CH:6]=[CH:5][CH:4]=[CH:3][C:2]=1[CH:7]1[CH2:12][CH2:11][N:10]([CH2:13][CH:14]([OH:31])[CH2:19][NH2:18])[CH2:9][CH2:8]1. The yield is 0.980. (10) The reactants are [C:1]([C:5]1[CH:10]=[CH:9][C:8]([NH:11][C:12]2[C:21]3[C:16](=[CH:17][CH:18]=[CH:19][CH:20]=3)[C:15]([C:22](=[O:25])[CH2:23]O)=[CH:14][N:13]=2)=[CH:7][CH:6]=1)([CH3:4])([CH3:3])[CH3:2].C1C=CC(P(C2C=CC=CC=2)C2C=CC=CC=2)=CC=1.C(Br)(Br)(Br)[Br:46]. The catalyst is C(Cl)Cl. The product is [Br:46][CH2:23][C:22]([C:15]1[C:16]2[C:21](=[CH:20][CH:19]=[CH:18][CH:17]=2)[C:12]([NH:11][C:8]2[CH:9]=[CH:10][C:5]([C:1]([CH3:4])([CH3:3])[CH3:2])=[CH:6][CH:7]=2)=[N:13][CH:14]=1)=[O:25]. The yield is 0.500.